This data is from Catalyst prediction with 721,799 reactions and 888 catalyst types from USPTO. The task is: Predict which catalyst facilitates the given reaction. (1) The catalyst class is: 236. Product: [C:11]1([C@H:17]2[CH2:21][N:20]([C:22](=[O:27])[C:23]([F:25])([F:26])[F:24])[CH2:19][C@@H:18]2[CH:28]=[O:29])[CH:16]=[CH:15][CH:14]=[CH:13][CH:12]=1. Reactant: CS(C)=O.C(Cl)(=O)C(Cl)=O.[C:11]1([C@H:17]2[CH2:21][N:20]([C:22](=[O:27])[C:23]([F:26])([F:25])[F:24])[CH2:19][C@@H:18]2[CH2:28][OH:29])[CH:16]=[CH:15][CH:14]=[CH:13][CH:12]=1.[Cl-].[NH4+]. (2) Reactant: [Br:1][C:2]1[CH:7]=[CH:6][C:5]([CH3:8])=[C:4]([F:9])[CH:3]=1.C([N-]C(C)C)(C)C.[Li+].CN(C)[CH:20]=[O:21].C(O)(=O)C. Product: [Br:1][C:2]1[C:3]([CH:20]=[O:21])=[C:4]([F:9])[C:5]([CH3:8])=[CH:6][CH:7]=1. The catalyst class is: 30.